This data is from Reaction yield outcomes from USPTO patents with 853,638 reactions. The task is: Predict the reaction yield, written as a fraction of the theoretical maximum amount of product (1.0 means a 100% yield; for example, 0.34 means a 34% yield). (1) The reactants are [NH2:1][C:2]1[CH:7]=[C:6]([C:8]2[C:9]([C:20]3[CH:25]=[CH:24][C:23]([Cl:26])=[CH:22][CH:21]=3)=[N:10][N:11]([C:13]3[CH:18]=[CH:17][C:16](=[O:19])[NH:15][N:14]=3)[CH:12]=2)[CH:5]=[CH:4][N:3]=1.NC1C=C(C2C(C3C=CC=CC=3)=NN(C3C=CC(=O)NN=3)C=2)C=CN=1. No catalyst specified. The product is [NH2:1][C:2]1[CH:7]=[C:6]([C:8]2[C:9]([C:20]3[CH:21]=[CH:22][C:23]([Cl:26])=[CH:24][CH:25]=3)=[N:10][N:11]([C:13]3[CH2:18][CH2:17][C:16](=[O:19])[NH:15][N:14]=3)[CH:12]=2)[CH:5]=[CH:4][N:3]=1. The yield is 0.490. (2) The reactants are [CH3:1][O:2][CH2:3][CH2:4][OH:5].F[C:7]1[CH:12]=[CH:11][CH:10]=[CH:9][C:8]=1[N+:13]([O-:15])=[O:14].[CH3:16][O:17][CH2:18][CH2:19][O:20][C:21]1[CH:27]=[CH:26][CH:25]=[CH:24][C:22]=1[NH2:23].[NH2:28][C:29]1[S:30][CH:31]=[CH:32][N:33]=1. No catalyst specified. The product is [CH3:1][O:2][CH2:3][CH2:4][O:5][C:7]1[CH:12]=[CH:11][CH:10]=[CH:9][C:8]=1[N+:13]([O-:15])=[O:14].[CH3:16][O:17][CH2:18][CH2:19][O:20][C:21]1[CH:27]=[CH:26][CH:25]=[CH:24][C:22]=1[NH:23][C:4]([NH:28][C:29]1[S:30][CH:31]=[CH:32][N:33]=1)=[O:5]. The yield is 0.640.